This data is from Retrosynthesis with 50K atom-mapped reactions and 10 reaction types from USPTO. The task is: Predict the reactants needed to synthesize the given product. (1) Given the product CCCCCC1CC2CCC(C2)C1=O, predict the reactants needed to synthesize it. The reactants are: CCCCCC1CC2C=CC(C2)C1=O. (2) The reactants are: CC[C@@H]([C@@H](O)c1ccc(OC)cc1)[N+](=O)[O-]. Given the product CC[C@H](N)[C@@H](O)c1ccc(OC)cc1, predict the reactants needed to synthesize it. (3) Given the product C=C(C)COc1ccc(C)cc1Br, predict the reactants needed to synthesize it. The reactants are: C=C(C)CCl.Cc1ccc(O)c(Br)c1. (4) Given the product CC(=O)Nc1ccc([N+](=O)[O-])c(O)c1, predict the reactants needed to synthesize it. The reactants are: CC(=O)Nc1ccc([N+](=O)[O-])c(OC(C)=O)c1. (5) Given the product Brc1cnc(Nc2nc(CCc3ccccc3)cs2)cc1Sc1ncnc2c1CNCC2, predict the reactants needed to synthesize it. The reactants are: CC(C)(C)OC(=O)N1CCc2ncnc(Sc3cc(Nc4nc(CCc5ccccc5)cs4)ncc3Br)c2C1.